From a dataset of Catalyst prediction with 721,799 reactions and 888 catalyst types from USPTO. Predict which catalyst facilitates the given reaction. (1) Reactant: [H-].[H-].[H-].[H-].[Li+].[Al+3].[CH3:7][CH:8]1[O:13][CH:12]([CH3:14])[CH2:11][N:10]([CH2:15][C:16]2[CH:21]=[CH:20][C:19]([CH2:22][CH2:23][C:24](OCC)=[O:25])=[CH:18][CH:17]=2)[CH2:9]1. Product: [CH3:14][CH:12]1[O:13][CH:8]([CH3:7])[CH2:9][N:10]([CH2:15][C:16]2[CH:21]=[CH:20][C:19]([CH2:22][CH2:23][CH2:24][OH:25])=[CH:18][CH:17]=2)[CH2:11]1. The catalyst class is: 1. (2) Reactant: Cl.[NH2:2][CH2:3][C:4]1[CH:13]=[CH:12][CH:11]=[C:10]2[C:5]=1[C:6](=[O:23])[N:7]([CH:15]1[CH2:20][CH2:19][C:18](=[O:21])[NH:17][C:16]1=[O:22])[C:8]([CH3:14])=[N:9]2.[C:24]1([CH2:30][C:31](Cl)=[O:32])[CH:29]=[CH:28][CH:27]=[CH:26][CH:25]=1.C(N(CC)C(C)C)(C)C. Product: [O:22]=[C:16]1[CH:15]([N:7]2[C:6](=[O:23])[C:5]3[C:10](=[CH:11][CH:12]=[CH:13][C:4]=3[CH2:3][NH:2][C:31](=[O:32])[CH2:30][C:24]3[CH:29]=[CH:28][CH:27]=[CH:26][CH:25]=3)[N:9]=[C:8]2[CH3:14])[CH2:20][CH2:19][C:18](=[O:21])[NH:17]1. The catalyst class is: 10.